Dataset: Catalyst prediction with 721,799 reactions and 888 catalyst types from USPTO. Task: Predict which catalyst facilitates the given reaction. Product: [CH3:1][N+:2]1([CH3:26])[C@@H:3]2[C@@H:9]3[O:10][C@@H:8]3[C@H:7]1[CH2:6][C@@H:5]([O:11][C:12]([C:14]([OH:25])([C:15]1[S:19][CH:18]=[CH:17][CH:16]=1)[C:20]1[S:24][CH:23]=[CH:22][CH:21]=1)=[O:13])[CH2:4]2.[C:33]([O-:42])(=[O:41])[C:34]1[C:35](=[CH:37][CH:38]=[CH:39][CH:40]=1)[OH:36].[CH3:1][N+:2]1([CH3:26])[C@@H:3]2[C@@H:9]3[O:10][C@@H:8]3[C@H:7]1[CH2:6][C@@H:5]([O:11][C:12]([C:14]([OH:25])([C:15]1[S:19][CH:18]=[CH:17][CH:16]=1)[C:20]1[S:24][CH:23]=[CH:22][CH:21]=1)=[O:13])[CH2:4]2. Reactant: [CH3:1][N+:2]1([CH3:26])[C@@H:7]2[C@@H:8]3[O:10][C@@H:9]3[C@H:3]1[CH2:4][C@@H:5]([O:11][C:12]([C:14]([OH:25])([C:20]1[S:24][CH:23]=[CH:22][CH:21]=1)[C:15]1[S:19][CH:18]=[CH:17][CH:16]=1)=[O:13])[CH2:6]2.O.[Br-].C(=O)(O)[O-].[C:33]([OH:42])(=[O:41])[C:34]1[C:35](=[CH:37][CH:38]=[CH:39][CH:40]=1)[OH:36]. The catalyst class is: 716.